Dataset: Catalyst prediction with 721,799 reactions and 888 catalyst types from USPTO. Task: Predict which catalyst facilitates the given reaction. Reactant: Cl[C:2]1[N:10]=[C:9]([C:11]([F:14])([F:13])[F:12])[N:8]=[C:7]2[C:3]=1[NH:4][CH:5]=[N:6]2.C[O-].[Na+].O.[C:19](OCC)(=[O:21])C. Product: [CH3:19][O:21][C:2]1[N:10]=[C:9]([C:11]([F:14])([F:13])[F:12])[N:8]=[C:7]2[C:3]=1[NH:4][CH:5]=[N:6]2. The catalyst class is: 5.